This data is from Peptide-MHC class II binding affinity with 134,281 pairs from IEDB. The task is: Regression. Given a peptide amino acid sequence and an MHC pseudo amino acid sequence, predict their binding affinity value. This is MHC class II binding data. (1) The peptide sequence is IKRIHEYKRQLMNIL. The MHC is HLA-DPA10201-DPB10101 with pseudo-sequence HLA-DPA10201-DPB10101. The binding affinity (normalized) is 0.486. (2) The peptide sequence is HQQGRCRTCVYNMMG. The MHC is HLA-DQA10201-DQB10303 with pseudo-sequence HLA-DQA10201-DQB10303. The binding affinity (normalized) is 0.